This data is from Peptide-MHC class I binding affinity with 185,985 pairs from IEDB/IMGT. The task is: Regression. Given a peptide amino acid sequence and an MHC pseudo amino acid sequence, predict their binding affinity value. This is MHC class I binding data. (1) The peptide sequence is RIYKTIKQY. The MHC is HLA-A02:06 with pseudo-sequence HLA-A02:06. The binding affinity (normalized) is 0.273. (2) The peptide sequence is SLVWAPLILAYF. The MHC is HLA-A29:02 with pseudo-sequence HLA-A29:02. The binding affinity (normalized) is 0.215. (3) The peptide sequence is YLIRALTL. The MHC is HLA-A02:03 with pseudo-sequence HLA-A02:03. The binding affinity (normalized) is 0.540. (4) The peptide sequence is TMFGGVSWMV. The MHC is HLA-A02:01 with pseudo-sequence HLA-A02:01. The binding affinity (normalized) is 0.862. (5) The peptide sequence is FAMTVPLLI. The MHC is HLA-B58:01 with pseudo-sequence HLA-B58:01. The binding affinity (normalized) is 0.936. (6) The peptide sequence is NAAISDYDYY. The MHC is HLA-A01:01 with pseudo-sequence HLA-A01:01. The binding affinity (normalized) is 0.767. (7) The peptide sequence is IGLQYAMS. The MHC is H-2-Db with pseudo-sequence H-2-Db. The binding affinity (normalized) is 0.00610. (8) The peptide sequence is SRLGIVVLR. The MHC is HLA-A02:01 with pseudo-sequence HLA-A02:01. The binding affinity (normalized) is 0.0847. (9) The peptide sequence is RVKEKYQHL. The MHC is HLA-A26:01 with pseudo-sequence HLA-A26:01. The binding affinity (normalized) is 0. (10) The peptide sequence is LRKRLRLI. The MHC is HLA-B27:05 with pseudo-sequence HLA-B27:05. The binding affinity (normalized) is 0.362.